From a dataset of Catalyst prediction with 721,799 reactions and 888 catalyst types from USPTO. Predict which catalyst facilitates the given reaction. Reactant: [CH2:1]([O:3][C:4]([CH:6]1[CH2:12][CH2:11][CH:10]2[CH:8]([O:9]2)[CH2:7]1)=[O:5])[CH3:2].[Cl-].[NH4+].[N-:15]=[N+:16]=[N-:17].[Na+]. Product: [N:15]([CH:8]1[CH:10]([OH:9])[CH2:11][CH2:12][CH:6]([C:4]([O:3][CH2:1][CH3:2])=[O:5])[CH2:7]1)=[N+:16]=[N-:17]. The catalyst class is: 3.